Dataset: Peptide-MHC class II binding affinity with 134,281 pairs from IEDB. Task: Regression. Given a peptide amino acid sequence and an MHC pseudo amino acid sequence, predict their binding affinity value. This is MHC class II binding data. The peptide sequence is WMIHTLEALDYKECE. The MHC is HLA-DQA10201-DQB10402 with pseudo-sequence HLA-DQA10201-DQB10402. The binding affinity (normalized) is 0.597.